This data is from Reaction yield outcomes from USPTO patents with 853,638 reactions. The task is: Predict the reaction yield, written as a fraction of the theoretical maximum amount of product (1.0 means a 100% yield; for example, 0.34 means a 34% yield). (1) The reactants are [H-].[Al+3].[Li+].[H-].[H-].[H-].[S:7]1[C:11]2[CH:12]=[CH:13][CH:14]=[CH:15][C:10]=2[CH:9]=[C:8]1[C:16](OCC)=[O:17].Cl. The catalyst is C1COCC1. The product is [S:7]1[C:11]2[CH:12]=[CH:13][CH:14]=[CH:15][C:10]=2[CH:9]=[C:8]1[CH2:16][OH:17]. The yield is 0.920. (2) The reactants are C(OC([N:8]1[CH2:12][CH2:11][CH2:10][CH:9]1[C:13](=[O:28])[NH:14][C:15]1[CH:16]=[C:17]([C:21]2[CH:26]=[CH:25][C:24]([Cl:27])=[CH:23][CH:22]=2)[CH:18]=[CH:19][CH:20]=1)=O)(C)(C)C.Cl.[CH3:30][O:31][C:32]([NH:34][CH:35]([CH:39]([CH3:41])[CH3:40])[C:36](O)=[O:37])=[O:33].CN(C(ON1N=NC2C=CC=NC1=2)=[N+](C)C)C.F[P-](F)(F)(F)(F)F.CCN(C(C)C)C(C)C. The catalyst is CO.CN(C=O)C.C(OCC)(=O)C. The product is [CH3:30][O:31][C:32](=[O:33])[NH:34][CH:35]([C:36]([N:8]1[CH2:12][CH2:11][CH2:10][CH:9]1[C:13](=[O:28])[NH:14][C:15]1[CH:16]=[C:17]([C:21]2[CH:26]=[CH:25][C:24]([Cl:27])=[CH:23][CH:22]=2)[CH:18]=[CH:19][CH:20]=1)=[O:37])[CH:39]([CH3:41])[CH3:40]. The yield is 0.960. (3) The reactants are [NH:1]1[C:9]2[C:4](=[CH:5][CH:6]=[CH:7][CH:8]=2)[C:3](/[CH:10]=[CH:11]/[C:12]2[CH:17]=[CH:16][CH:15]=[CH:14][C:13]=2[NH2:18])=[N:2]1.[C:19]1(=O)[O:24][C:22](=[O:23])[C:21]2=[CH:25][CH:26]=[CH:27][CH:28]=[C:20]12.C(N(CC)CC)C. The catalyst is C1(C)C(C)=CC=CC=1. The product is [NH:1]1[C:9]2[C:4](=[CH:5][CH:6]=[CH:7][CH:8]=2)[C:3](/[CH:10]=[CH:11]/[C:12]2[CH:17]=[CH:16][CH:15]=[CH:14][C:13]=2[N:18]2[C:22](=[O:23])[C:21]3[C:20](=[CH:28][CH:27]=[CH:26][CH:25]=3)[C:19]2=[O:24])=[N:2]1. The yield is 0.0400. (4) The reactants are ClCCl.[CH2:4]([CH:7]1[O:12][CH:11](O)[CH:10]([C:14]2[CH:19]=[CH:18][C:17]([C:20]3[CH:25]=[CH:24][C:23]([CH:26]4[CH2:31][CH2:30][CH:29]([CH2:32][CH2:33][CH2:34][CH2:35][CH3:36])[O:28][CH2:27]4)=[C:22]([F:37])[C:21]=3[F:38])=[C:16]([F:39])[C:15]=2[F:40])[CH2:9][CH2:8]1)[CH2:5][CH3:6]. The catalyst is O. The product is [CH2:32]([CH:29]1[CH2:30][CH2:31][CH:26]([C:23]2[CH:24]=[CH:25][C:20]([C:17]3[CH:18]=[CH:19][C:14]([CH:10]4[CH2:9][CH2:8][CH:7]([CH2:4][CH2:5][CH3:6])[O:12][CH2:11]4)=[C:15]([F:40])[C:16]=3[F:39])=[C:21]([F:38])[C:22]=2[F:37])[CH2:27][O:28]1)[CH2:33][CH2:34][CH2:35][CH3:36]. The yield is 0.258. (5) The reactants are [C:1]([O:5][C:6]([N:8]1[CH2:15][CH:14]2[CH:10]([CH2:11][NH:12][CH2:13]2)[CH2:9]1)=[O:7])([CH3:4])([CH3:3])[CH3:2].[N:16]1[N:17]=[C:18]([C:21]2[CH:29]=[CH:28][CH:27]=[CH:26][C:22]=2[C:23](O)=[O:24])[NH:19][CH:20]=1.CCN=C=NCCCN(C)C.Cl.C1C=CC2N(O)N=NC=2C=1. The catalyst is C(Cl)Cl. The product is [NH3:8].[N:16]1[N:17]=[C:18]([C:21]2[CH:29]=[CH:28][CH:27]=[CH:26][C:22]=2[C:23]([N:12]2[CH2:13][CH:14]3[CH2:15][N:8]([C:6]([O:5][C:1]([CH3:4])([CH3:2])[CH3:3])=[O:7])[CH2:9][CH:10]3[CH2:11]2)=[O:24])[NH:19][CH:20]=1. The yield is 0.0800. (6) The reactants are [CH3:1][N:2]([CH3:17])[C:3]([C@@H:5]1[CH2:9][CH2:8][CH2:7][N:6]1[C:10]1[CH:15]=[CH:14][C:13]([NH2:16])=[CH:12][CH:11]=1)=[O:4].Cl.O1CCOCC1.[N:25]#[C:26][NH2:27]. The catalyst is CCO.C(#N)C. The product is [CH3:1][N:2]([CH3:17])[C:3]([C@@H:5]1[CH2:9][CH2:8][CH2:7][N:6]1[C:10]1[CH:11]=[CH:12][C:13]([NH:16][C:26]([NH2:27])=[NH:25])=[CH:14][CH:15]=1)=[O:4]. The yield is 0.630.